The task is: Predict which catalyst facilitates the given reaction.. This data is from Catalyst prediction with 721,799 reactions and 888 catalyst types from USPTO. Reactant: [C:1]([C:3]1[CH:8]=[CH:7][C:6]([C:9]2[N:10]=[C:11]([CH:14]([CH3:31])[C:15]([C:23]3[CH:28]=[CH:27][C:26]([F:29])=[CH:25][C:24]=3[F:30])([OH:22])[CH2:16][N:17]3[CH:21]=[N:20][CH:19]=[N:18]3)[S:12][CH:13]=2)=[CH:5][CH:4]=1)#[N:2].N1C=NN=N1.C(N(C(C)C)[P:41]([O:50][CH2:51][C:52]1[CH:57]=[CH:56][CH:55]=[CH:54][CH:53]=1)[O:42][CH2:43][C:44]1[CH:49]=[CH:48][CH:47]=[CH:46][CH:45]=1)(C)C.[OH:61]O. Product: [P:41]([O:22][C:15]([C:23]1[CH:28]=[CH:27][C:26]([F:29])=[CH:25][C:24]=1[F:30])([CH:14]([C:11]1[S:12][CH:13]=[C:9]([C:6]2[CH:7]=[CH:8][C:3]([C:1]#[N:2])=[CH:4][CH:5]=2)[N:10]=1)[CH3:31])[CH2:16][N:17]1[CH:21]=[N:20][CH:19]=[N:18]1)([O:42][CH2:43][C:44]1[CH:45]=[CH:46][CH:47]=[CH:48][CH:49]=1)([O:50][CH2:51][C:52]1[CH:53]=[CH:54][CH:55]=[CH:56][CH:57]=1)=[O:61]. The catalyst class is: 143.